Dataset: Peptide-MHC class II binding affinity with 134,281 pairs from IEDB. Task: Regression. Given a peptide amino acid sequence and an MHC pseudo amino acid sequence, predict their binding affinity value. This is MHC class II binding data. (1) The peptide sequence is MKNLVWNDELAYVAQ. The MHC is HLA-DQA10401-DQB10402 with pseudo-sequence HLA-DQA10401-DQB10402. The binding affinity (normalized) is 0.171. (2) The peptide sequence is FETIVVTVDSLPEFK. The MHC is DRB1_0405 with pseudo-sequence DRB1_0405. The binding affinity (normalized) is 0.641. (3) The MHC is DRB3_0101 with pseudo-sequence DRB3_0101. The binding affinity (normalized) is 0.0968. The peptide sequence is TVPRTKYTATISGLK.